Predict which catalyst facilitates the given reaction. From a dataset of Catalyst prediction with 721,799 reactions and 888 catalyst types from USPTO. (1) Reactant: C([C:5]([Br:17])(CCCC)[C:6]1[CH:11]=[CH:10][C:9]([F:12])=[CH:8][CH:7]=1)CCC.C1C=C(Cl)C=C(C(OO)=O)C=1.[S:29]([O-])([O-:31])=[O:30].[Na+].[Na+].C(OCC)(=O)C. Product: [S:29](=[C:5]([Br:17])[C:6]1[CH:11]=[CH:10][C:9]([F:12])=[CH:8][CH:7]=1)(=[O:31])=[O:30]. The catalyst class is: 2. (2) Reactant: Br[C:2]1[N:6]([CH:7]2[CH2:10][O:9][CH2:8]2)[C:5]2[CH:11]([C:26]3[CH:31]=[CH:30][C:29]([Cl:32])=[CH:28][CH:27]=3)[N:12]([C:15]3[CH:16]=[C:17]([CH3:25])[C:18]4[N:22]=[N:21][N:20]([CH3:23])[C:19]=4[CH:24]=3)[C:13](=[O:14])[C:4]=2[N:3]=1.[CH3:33][N:34]1[CH2:39][CH:38]=[C:37](B2OC(C)(C)C(C)(C)O2)[CH2:36][CH2:35]1.C([O-])(O)=O.[Na+]. Product: [Cl:32][C:29]1[CH:30]=[CH:31][C:26]([CH:11]2[C:5]3[N:6]([CH:7]4[CH2:10][O:9][CH2:8]4)[C:2]([C:37]4[CH2:38][CH2:39][N:34]([CH3:33])[CH2:35][CH:36]=4)=[N:3][C:4]=3[C:13](=[O:14])[N:12]2[C:15]2[CH:16]=[C:17]([CH3:25])[C:18]3[N:22]=[N:21][N:20]([CH3:23])[C:19]=3[CH:24]=2)=[CH:27][CH:28]=1. The catalyst class is: 25.